This data is from Human liver microsome stability data. The task is: Regression/Classification. Given a drug SMILES string, predict its absorption, distribution, metabolism, or excretion properties. Task type varies by dataset: regression for continuous measurements (e.g., permeability, clearance, half-life) or binary classification for categorical outcomes (e.g., BBB penetration, CYP inhibition). Dataset: hlm. (1) The compound is CC(C)Oc1ccc(C(=O)N2CC(=O)N(Cc3ccccc3)[C@@H](Cc3ccccc3)C2)cc1. The result is 0 (unstable in human liver microsomes). (2) The compound is OCC1(N2CCC(n3c(N4CC5CNCC5C4)nc4ccccc43)CC2)CCCCCCC1. The result is 0 (unstable in human liver microsomes). (3) The molecule is Cc1cccc(S(=O)(=O)[C@@]23CCN(C(=O)[C@H]4CC[C@H](C(=O)O)CC4)[C@@H]2CCc2cc(C(F)(C(F)(F)F)C(F)(F)F)ccc23)c1. The result is 0 (unstable in human liver microsomes). (4) The result is 0 (unstable in human liver microsomes). The molecule is CS(=O)(=O)Nc1ccc2c(c1)S(=O)(=O)NC(C1=C(O)[C@H]3CCC[C@H]3N(Cc3cccc(C(F)(F)F)c3)C1=O)=N2. (5) The compound is COC(=O)N[C@H]1CC[C@H](n2cnc3cnc4[nH]ccc4c32)CC1. The result is 0 (unstable in human liver microsomes). (6) The compound is CC[C@H]1OC(=O)[C@H](C)[C@@H](O[C@H]2C[C@@](C)(OC)[C@@H](O)[C@H](C)O2)[C@H](C)[C@@H](O[C@@H]2O[C@H](C)C[C@H](N(C)C)[C@H]2O)[C@](C)(O)C[C@@H](C)CN(CCNC(=O)NCCc2ccccc2)[C@H](C)[C@@H](O)[C@]1(C)O. The result is 0 (unstable in human liver microsomes). (7) The compound is COC(=O)Nc1ccc2c(c1)NC(=O)[C@H](C)CCC[C@H](N1CC[C@H](c3c(F)ccc(Cl)c3F)OC1=O)c1nc-2c[nH]1. The result is 0 (unstable in human liver microsomes). (8) The compound is C[C@@H]1CC[C@H]([C@@H](C)CO)C[C@@H]1N(C)c1ncnc2[nH]ccc12. The result is 1 (stable in human liver microsomes).